This data is from Reaction yield outcomes from USPTO patents with 853,638 reactions. The task is: Predict the reaction yield, written as a fraction of the theoretical maximum amount of product (1.0 means a 100% yield; for example, 0.34 means a 34% yield). (1) The reactants are [O:1]1[CH2:6][CH2:5][CH:4]([S:7]C(=O)C)[CH2:3][CH2:2]1.[OH-].[K+].Br[C:14]([CH3:21])([CH3:20])[C:15]([O:17][CH2:18][CH3:19])=[O:16]. The catalyst is C(O)C. The product is [CH2:18]([O:17][C:15](=[O:16])[C:14]([CH3:21])([S:7][CH:4]1[CH2:5][CH2:6][O:1][CH2:2][CH2:3]1)[CH3:20])[CH3:19]. The yield is 0.710. (2) The reactants are [CH3:1][C:2]([C:4]1[CH:9]=[CH:8][C:7]([Cl:10])=[CH:6][CH:5]=1)=O.[C:11]1([C@@H:17]([NH2:19])[CH3:18])[CH:16]=[CH:15][CH:14]=[CH:13][CH:12]=1. The catalyst is [Cl-].[Zn+2].[Cl-].C1(C)C=CC=CC=1. The product is [C:11]1([C:17](=[N:19][C@H:2]([C:4]2[CH:9]=[CH:8][C:7]([Cl:10])=[CH:6][CH:5]=2)[CH3:1])[CH3:18])[CH:16]=[CH:15][CH:14]=[CH:13][CH:12]=1. The yield is 0.940. (3) The reactants are C(OC([NH:8]/[C:9](=[N:38]\C(OC(C)(C)C)=O)/[N:10]([CH3:37])[CH2:11][C:12]([NH:14][CH2:15][CH2:16][CH2:17][P+:18]([C:31]1[CH:36]=[CH:35][CH:34]=[CH:33][CH:32]=1)([C:25]1[CH:30]=[CH:29][CH:28]=[CH:27][CH:26]=1)[C:19]1[CH:24]=[CH:23][CH:22]=[CH:21][CH:20]=1)=[O:13])=O)(C)(C)C.[Br-].[F:47][C:48]([F:53])([F:52])[C:49]([OH:51])=[O:50]. No catalyst specified. The product is [F:47][C:48]([F:53])([F:52])[C:49]([O-:51])=[O:50].[F:47][C:48]([F:53])([F:52])[C:49]([O-:51])=[O:50].[NH3+:38][C:9](=[NH:8])[N:10]([CH3:37])[CH2:11][C:12]([NH:14][CH2:15][CH2:16][CH2:17][P+:18]([C:19]1[CH:24]=[CH:23][CH:22]=[CH:21][CH:20]=1)([C:25]1[CH:26]=[CH:27][CH:28]=[CH:29][CH:30]=1)[C:31]1[CH:36]=[CH:35][CH:34]=[CH:33][CH:32]=1)=[O:13]. The yield is 0.310. (4) The reactants are [CH2:1]([C:4]1[C:10]([OH:11])=[CH:9][CH:8]=[CH:7][C:5]=1[OH:6])[CH2:2][CH3:3].[C:12]([O-])([O-])=O.[K+].[K+].IC.Cl. The product is [CH3:12][O:11][C:10]1[C:4]([CH2:1][CH2:2][CH3:3])=[C:5]([OH:6])[CH:7]=[CH:8][CH:9]=1. The catalyst is CN(C=O)C. The yield is 0.240. (5) The reactants are Br[C:2]1[N:3]([CH2:9][O:10][CH2:11][CH2:12][Si:13]([CH3:16])([CH3:15])[CH3:14])[C:4]([Br:8])=[C:5]([Br:7])[N:6]=1.C(=O)([O-])[O-].[Cs+].[Cs+].[Cl:23][C:24]1[CH:29]=[CH:28][CH:27]=[CH:26][C:25]=1B(O)O. The catalyst is O1CCOCC1.O.C1C=CC([P]([Pd]([P](C2C=CC=CC=2)(C2C=CC=CC=2)C2C=CC=CC=2)([P](C2C=CC=CC=2)(C2C=CC=CC=2)C2C=CC=CC=2)[P](C2C=CC=CC=2)(C2C=CC=CC=2)C2C=CC=CC=2)(C2C=CC=CC=2)C2C=CC=CC=2)=CC=1. The product is [Br:7][C:5]1[N:6]=[C:2]([C:25]2[CH:26]=[CH:27][CH:28]=[CH:29][C:24]=2[Cl:23])[N:3]([CH2:9][O:10][CH2:11][CH2:12][Si:13]([CH3:16])([CH3:15])[CH3:14])[C:4]=1[Br:8]. The yield is 0.320. (6) The reactants are [CH3:1][CH:2]([N:4]1[C:12](/[CH:13]=[CH:14]/[C@H:15]([OH:24])[CH2:16][C@H:17]([OH:23])[CH2:18][C:19]([O:21]C)=[O:20])=[C:11]([C:25]2[CH:30]=[CH:29][C:28]([F:31])=[CH:27][CH:26]=2)[C:10]2[C:5]1=[CH:6][CH:7]=[CH:8][CH:9]=2)[CH3:3].[OH-].[Na+:33].CC(O)C. The catalyst is CCO. The product is [CH3:3][CH:2]([N:4]1[C:12](/[CH:13]=[CH:14]/[CH:15]([OH:24])[CH2:16][CH:17]([OH:23])[CH2:18][C:19]([O-:21])=[O:20])=[C:11]([C:25]2[CH:26]=[CH:27][C:28]([F:31])=[CH:29][CH:30]=2)[C:10]2[CH:9]=[CH:8][CH:7]=[CH:6][C:5]1=2)[CH3:1].[Na+:33]. The yield is 0.950. (7) The reactants are COC(=O)CCC(C)=[CH:7][CH2:8][C:9]1[C:10]([O:22][CH2:23][CH2:24][Si:25]([CH3:28])([CH3:27])[CH3:26])=[C:11]2[C:15](=[C:16]([CH3:20])[C:17]=1[O:18][CH3:19])[CH2:14][O:13][C:12]2=[O:21].N1C=CC=CC=1.NC(N)=S.C[OH:42]. The catalyst is C(Cl)Cl. The product is [CH3:19][O:18][C:17]1[C:16]([CH3:20])=[C:15]2[C:11]([C:12](=[O:21])[O:13][CH2:14]2)=[C:10]([O:22][CH2:23][CH2:24][Si:25]([CH3:27])([CH3:26])[CH3:28])[C:9]=1[CH2:8][CH:7]=[O:42]. The yield is 0.750.